From a dataset of NCI-60 drug combinations with 297,098 pairs across 59 cell lines. Regression. Given two drug SMILES strings and cell line genomic features, predict the synergy score measuring deviation from expected non-interaction effect. (1) Drug 1: C1CCN(CC1)CCOC2=CC=C(C=C2)C(=O)C3=C(SC4=C3C=CC(=C4)O)C5=CC=C(C=C5)O. Drug 2: CN(C)C1=NC(=NC(=N1)N(C)C)N(C)C. Cell line: HS 578T. Synergy scores: CSS=-6.85, Synergy_ZIP=7.90, Synergy_Bliss=12.3, Synergy_Loewe=-4.85, Synergy_HSA=-2.48. (2) Drug 1: CC1=C(C=C(C=C1)NC2=NC=CC(=N2)N(C)C3=CC4=NN(C(=C4C=C3)C)C)S(=O)(=O)N.Cl. Drug 2: CCC1=C2CN3C(=CC4=C(C3=O)COC(=O)C4(CC)O)C2=NC5=C1C=C(C=C5)O. Cell line: SNB-19. Synergy scores: CSS=35.8, Synergy_ZIP=2.60, Synergy_Bliss=2.27, Synergy_Loewe=-35.8, Synergy_HSA=1.33.